This data is from Full USPTO retrosynthesis dataset with 1.9M reactions from patents (1976-2016). The task is: Predict the reactants needed to synthesize the given product. (1) The reactants are: [CH3:1][C:2]1([CH3:37])[C:10]2[C:5](=[CH:6][C:7]([NH:11][C:12]3[N:28]=[C:15]4[CH:16]=[CH:17][CH:18]=[C:19]([C:20]([CH:22]5[CH2:27][CH2:26][O:25][CH2:24][CH2:23]5)=O)[N:14]4[N:13]=3)=[CH:8][CH:9]=2)[N:4](C(OC(C)(C)C)=O)[C:3]1=[O:36].[C:38]1(P(C2C=CC=CC=2)C2C3OC4C(=CC=CC=4P(C4C=CC=CC=4)C4C=CC=CC=4)C(C)(C)C=3C=CC=2)C=CC=CC=1.NC1C=C2C(C(C)(C)C(=O)N2C(OC(C)(C)C)=O)=CC=1.BrC1N=C2C=CC=C(C(C3CCOCC3)=O)N2N=1.C(=O)([O-])[O-].[K+].[K+]. Given the product [CH3:1][C:2]1([CH3:37])[C:10]2[C:5](=[CH:6][C:7]([NH:11][C:12]3[N:28]=[C:15]4[CH:16]=[CH:17][CH:18]=[C:19]([CH:20]([CH:22]5[CH2:23][CH2:24][O:25][CH2:26][CH2:27]5)[CH3:38])[N:14]4[N:13]=3)=[CH:8][CH:9]=2)[NH:4][C:3]1=[O:36], predict the reactants needed to synthesize it. (2) Given the product [CH3:12][C:6]1([CH3:13])[C:5]2[C:9](=[CH:10][C:2]([C:20]3[CH:19]=[CH:18][N:17]=[CH:16][C:15]=3[CH3:14])=[CH:3][CH:4]=2)[NH:8][C:7]1=[O:11], predict the reactants needed to synthesize it. The reactants are: Br[C:2]1[CH:10]=[C:9]2[C:5]([C:6]([CH3:13])([CH3:12])[C:7](=[O:11])[NH:8]2)=[CH:4][CH:3]=1.[CH3:14][C:15]1[CH:16]=[N:17][CH:18]=[CH:19][C:20]=1B(O)O. (3) The reactants are: Cl[S:2]([C:5]1[CH:9]=[C:8]([C:10]2[CH:15]=[CH:14][CH:13]=[CH:12][CH:11]=2)[S:7][C:6]=1[C:16](OC)=O)(=[O:4])=[O:3].[CH3:20][O:21][C:22]([O:25][NH2:26])([CH3:24])[CH3:23].ON1C2C=CC=C[C:31]=2N=N1.Cl.C(N=C=N[CH2:43][CH2:44][CH2:45][N:46](C)C)C.CN(C)[CH:51]=[O:52]. Given the product [CH3:20][O:21][C:22]([O:25][NH:26][C:51](=[O:52])[CH:45]([N:46]1[CH2:16][C:6]2[S:7][C:8]([C:10]3[CH:11]=[CH:12][CH:13]=[CH:14][CH:15]=3)=[CH:9][C:5]=2[S:2]1(=[O:3])=[O:4])[CH:44]([CH3:31])[CH3:43])([CH3:24])[CH3:23], predict the reactants needed to synthesize it. (4) The reactants are: Cl.Cl.[F:3][C:4]1[C:12]([C:13]2[C:21]3[C:20]([NH2:22])=[N:19][CH:18]=[N:17][C:16]=3[N:15]([CH3:23])[CH:14]=2)=[CH:11][CH:10]=[C:9]2[C:5]=1[CH2:6][CH2:7][NH:8]2.CN(C(ON1N=NC2C=CC=NC1=2)=[N+](C)C)C.F[P-](F)(F)(F)(F)F.CCN(C(C)C)C(C)C.[F:57][C:58]1[CH:63]=[CH:62][C:61]([CH2:64][C:65](O)=[O:66])=[CH:60][C:59]=1[C:68]([F:71])([F:70])[F:69]. Given the product [F:3][C:4]1[C:12]([C:13]2[C:21]3[C:20]([NH2:22])=[N:19][CH:18]=[N:17][C:16]=3[N:15]([CH3:23])[CH:14]=2)=[CH:11][CH:10]=[C:9]2[C:5]=1[CH2:6][CH2:7][N:8]2[C:65](=[O:66])[CH2:64][C:61]1[CH:62]=[CH:63][C:58]([F:57])=[C:59]([C:68]([F:69])([F:71])[F:70])[CH:60]=1, predict the reactants needed to synthesize it. (5) Given the product [N+:1]([C:4]1[CH:11]=[CH:10][C:7]([CH:8]=[C:18]([C:12]2[CH:17]=[CH:16][CH:15]=[CH:14][CH:13]=2)[C:19]#[N:20])=[CH:6][CH:5]=1)([O-:3])=[O:2], predict the reactants needed to synthesize it. The reactants are: [N+:1]([C:4]1[CH:11]=[CH:10][C:7]([CH:8]=O)=[CH:6][CH:5]=1)([O-:3])=[O:2].[C:12]1([CH2:18][C:19]#[N:20])[CH:17]=[CH:16][CH:15]=[CH:14][CH:13]=1.[O-]CC.[Na+]. (6) Given the product [CH:29]([N:26]1[CH2:27][CH2:28][CH:23]([NH:22][C:14](=[C:17]([C:20]#[N:21])[C:18]#[N:19])[N:11]2[CH2:12][CH2:13][CH:8]([CH2:7][N:3]3[CH2:4][CH2:5][CH2:6][CH:2]3[CH3:1])[CH2:9][CH2:10]2)[CH2:24][CH2:25]1)([CH3:31])[CH3:30], predict the reactants needed to synthesize it. The reactants are: [CH3:1][CH:2]1[CH2:6][CH2:5][CH2:4][N:3]1[CH2:7][CH:8]1[CH2:13][CH2:12][N:11]([C:14](=[C:17]([C:20]#[N:21])[C:18]#[N:19])SC)[CH2:10][CH2:9]1.[NH2:22][CH:23]1[CH2:28][CH2:27][N:26]([CH:29]([CH3:31])[CH3:30])[CH2:25][CH2:24]1. (7) Given the product [Cl:28][C:29]1[C:30]([O:48][CH2:49][CH3:50])=[C:31]([CH:34]=[C:35]([CH:45]2[CH2:47][CH2:46]2)[C:36]=1[N:37]1[CH2:42][CH2:41][C:40]([F:44])([F:43])[CH2:39][CH2:38]1)[CH2:32][N:17]1[CH2:18][C:15]2([CH2:26][C:12]([N:9]3[CH2:8][CH2:7][C:6]([CH3:27])([C:4]([O:3][CH2:1][CH3:2])=[O:5])[CH2:11][CH2:10]3)=[N:13][O:14]2)[CH2:16]1, predict the reactants needed to synthesize it. The reactants are: [CH2:1]([O:3][C:4]([C:6]1([CH3:27])[CH2:11][CH2:10][N:9]([C:12]2[CH2:26][C:15]3([CH2:18][N:17](C(OC(C)(C)C)=O)[CH2:16]3)[O:14][N:13]=2)[CH2:8][CH2:7]1)=[O:5])[CH3:2].[Cl:28][C:29]1[C:30]([O:48][CH2:49][CH3:50])=[C:31]([CH:34]=[C:35]([CH:45]2[CH2:47][CH2:46]2)[C:36]=1[N:37]1[CH2:42][CH2:41][C:40]([F:44])([F:43])[CH2:39][CH2:38]1)[CH:32]=O.